This data is from Experimentally validated miRNA-target interactions with 360,000+ pairs, plus equal number of negative samples. The task is: Binary Classification. Given a miRNA mature sequence and a target amino acid sequence, predict their likelihood of interaction. (1) The miRNA is hsa-miR-297 with sequence AUGUAUGUGUGCAUGUGCAUG. The protein sequence of the target gene is MDAQTWPVGFRCLLLLALVGSARSEGVQTCEEVRKLFQWRLLGAVRGLPDSPRAGPDLQVCISKKPTCCTRKMEERYQIAARQDMQQFLQTSSSTLKFLISRNAAAFQETLETLIKQAENYTSILFCSTYRNMALEAAASVQEFFTDVGLYLFGADVNPEEFVNRFFDSLFPLVYNHLINPGVTDSSLEYSECIRMARRDVSPFGNIPQRVMGQMGRSLLPSRTFLQALNLGIEVINTTDYLHFSKECSRALLKMQYCPHCQGLALTKPCMGYCLNVMRGCLAHMAELNPHWHAYIRSLE.... Result: 1 (interaction). (2) The miRNA is rno-miR-20a-5p with sequence UAAAGUGCUUAUAGUGCAGGUAG. The protein sequence of the target gene is MAVEELQSIIKRCQILEEQDFKEEDFGLFQLAGQRCIEEGHTDQLLEIIQNEKNKVIIKNMGWNLVGPVVRCLLCKDKEDSKRKVYFLIFDLLVKLCNPKELLLGLLELIEEPSGKQISQSILLLLQPLQTVIQKLHNKAYSIGLALSTLWNQLSLLPVPYSKEQIQMDDYGLCQCCKALIEFTKPFVEEVIDNKENSLENEKLKDELLKFCFKSLKCPLLTAQFFEQSEEGGNDPFRYFASEIIGFLSAIGHPFPKMIFNHGRKKRTWNYLEFEEEENKQLADSMASLAYLVFVQGIHI.... Result: 0 (no interaction). (3) The miRNA is hsa-miR-4478 with sequence GAGGCUGAGCUGAGGAG. The protein sequence of the target gene is MNSTGHLQDAPNATSLHVPHSQEGNSTSLQEGLQDLIHTATLVTCTFLLAVIFCLGSYGNFIVFLSFFDPAFRKFRTNFDFMILNLSFCDLFICGVTAPMFTFVLFFSSASSIPDAFCFTFHLTSSGFIIMSLKTVAVIALHRLRMVLGKQPNRTASFPCTVLLTLLLWATSFTLATLATLKTSKSHLCLPMSSLIAGKGKAILSLYVVDFTFCVAVVSVSYIMIAQTLRKNAQVRKCPPVITVDASRPQPFMGVPVQGGGDPIQCAMPALYRNQNYNKLQHVQTRGYTKSPNQLVTPAA.... Result: 1 (interaction). (4) The miRNA is hsa-miR-374a-5p with sequence UUAUAAUACAACCUGAUAAGUG. The protein sequence of the target gene is MATVIPGDLSEVRDTQKVPSGKRKRGETKPRKNFPCQLCDKAFNSVEKLKVHSYSHTGERPYKCIQQDCTKAFVSKYKLQRHMATHSPEKTHKCNYCEKMFHRKDHLKNHLHTHDPNKETFKCEECGKNYNTKLGFKRHLALHAATSGDLTCKVCLQTFESTGVLLEHLKSHAGKSSGGVKEKKHQCEHCDRRFYTRKDVRRHMVVHTGRKDFLCQYCAQRFGRKDHLTRHMKKSHNQELLKVKTEPVDFLDPFTCNVSVPIKDELLPVMSLPSSELLSKPFTNTLQLNLYNTPFQSMQS.... Result: 1 (interaction). (5) The miRNA is mmu-miR-208a-5p with sequence GAGCUUUUGGCCCGGGUUAUAC. The protein sequence of the target gene is MAAQEWDWFQREELIGQISDIRVQNLQVERENVQKRTFTRWINLHLEKCDPPLEVTDLFVDIQDGKILMALLEVLSGRNLLHEYKSSSHRIFRLNNIAKALKFLEDSNVKLVSIDAAEIADGNPSLVLGLIWNIILFFQIKELTGNLSRSSPSSSLSPGSGGTDSDSSYPPTPTTERSVAVAVKDQRKAIKTLLSWVQRKTRKYGVAVQDFAGSWRSGLAFLAVIKAIDPSLVDMKQALEDSTRDNLEKAFSIAHDSLHIPRLLEPEDIMVDMPDEQSIVTYVAQFLERFPELEPEDFVN.... Result: 1 (interaction).